Dataset: Catalyst prediction with 721,799 reactions and 888 catalyst types from USPTO. Task: Predict which catalyst facilitates the given reaction. (1) Reactant: [Cl:1][C:2]1[CH:3]=[C:4]([C:8]2[O:12][N:11]=[C:10]([C@H:13]([OH:15])[CH3:14])[CH:9]=2)[CH:5]=[CH:6][CH:7]=1.CS([C:20]1[N:21]([CH3:31])[C:22]([C:25]2[CH:30]=[CH:29][N:28]=[CH:27][CH:26]=2)=[N:23][N:24]=1)(=O)=O.C(=O)([O-])[O-].[Cs+].[Cs+].O. Product: [Cl:1][C:2]1[CH:3]=[C:4]([C:8]2[O:12][N:11]=[C:10]([C@H:13]([O:15][C:20]3[N:21]([CH3:31])[C:22]([C:25]4[CH:30]=[CH:29][N:28]=[CH:27][CH:26]=4)=[N:23][N:24]=3)[CH3:14])[CH:9]=2)[CH:5]=[CH:6][CH:7]=1. The catalyst class is: 16. (2) Reactant: [C:1]([NH:5][C:6]1[N:14]=[CH:13][C:12]([Cl:15])=[CH:11][C:7]=1[C:8]([OH:10])=O)([CH3:4])([CH3:3])[CH3:2].[CH3:16]CN=C=NCCCN(C)C.C1C=[CH:29][C:30]2[N:35](O)N=N[C:31]=2[CH:32]=1.CCN(C(C)C)C(C)C. Product: [C:1]([NH:5][C:6]1[N:14]=[CH:13][C:12]([Cl:15])=[CH:11][C:7]=1[C:8]([NH:35][C:30]([CH3:29])([C:31]#[CH:32])[CH3:16])=[O:10])([CH3:2])([CH3:3])[CH3:4]. The catalyst class is: 2. (3) Reactant: NCCCN(C1C=C(C)N=C(N2C=CN=C2)N=1)[CH2:6][C:7]([NH:9][CH2:10][CH2:11][C:12]1[CH:17]=[CH:16][C:15]([O:18][CH3:19])=[CH:14][CH:13]=1)=[O:8].O.[O-]C#N.[K+]. Product: [CH3:19][O:18][C:15]1[CH:14]=[CH:13][C:12]([CH2:11][CH2:10][NH:9][C:7](=[O:8])[CH3:6])=[CH:17][CH:16]=1. The catalyst class is: 17.